Dataset: Forward reaction prediction with 1.9M reactions from USPTO patents (1976-2016). Task: Predict the product of the given reaction. (1) The product is: [F:1][C:2]1[CH:7]=[CH:6][C:5]([NH:8][C:9]([C:11]2[C:20]3[C:15](=[CH:16][C:17]([CH2:21][C:22]4[CH:27]=[C:26]([NH:34][CH3:33])[N:25]=[CH:24][N:23]=4)=[CH:18][CH:19]=3)[CH:14]=[CH:13][CH:12]=2)=[O:10])=[CH:4][C:3]=1[C:29]([F:32])([F:31])[F:30]. Given the reactants [F:1][C:2]1[CH:7]=[CH:6][C:5]([NH:8][C:9]([C:11]2[C:20]3[C:15](=[CH:16][C:17]([CH2:21][C:22]4[CH:27]=[C:26](Cl)[N:25]=[CH:24][N:23]=4)=[CH:18][CH:19]=3)[CH:14]=[CH:13][CH:12]=2)=[O:10])=[CH:4][C:3]=1[C:29]([F:32])([F:31])[F:30].[CH3:33][NH2:34], predict the reaction product. (2) The product is: [Br:5][C:6]1[CH:11]=[CH:10][CH:9]=[C:8]([O:12][CH2:2][O:3][CH3:4])[C:7]=1[F:13]. Given the reactants Cl[CH2:2][O:3][CH3:4].[Br:5][C:6]1[C:7]([F:13])=[C:8]([OH:12])[CH:9]=[CH:10][CH:11]=1.C(N(C(C)C)CC)(C)C, predict the reaction product.